This data is from Forward reaction prediction with 1.9M reactions from USPTO patents (1976-2016). The task is: Predict the product of the given reaction. (1) Given the reactants Br[C:2]1[CH:3]=[N:4][C:5]([NH:8][C:9]2[CH:14]=[CH:13][CH:12]=[C:11]([F:15])[CH:10]=2)=[N:6][CH:7]=1.[CH3:16][O:17][C:18](=[O:41])[CH2:19][CH:20]1[CH2:25][CH2:24][CH:23]([C:26]2[CH:31]=[CH:30][C:29](B3OC(C)(C)C(C)(C)O3)=[CH:28][CH:27]=2)[CH2:22][CH2:21]1.C(=O)([O-])[O-].[Na+].[Na+], predict the reaction product. The product is: [CH3:16][O:17][C:18](=[O:41])[CH2:19][CH:20]1[CH2:21][CH2:22][CH:23]([C:26]2[CH:27]=[CH:28][C:29]([C:2]3[CH:3]=[N:4][C:5]([NH:8][C:9]4[CH:14]=[CH:13][CH:12]=[C:11]([F:15])[CH:10]=4)=[N:6][CH:7]=3)=[CH:30][CH:31]=2)[CH2:24][CH2:25]1. (2) Given the reactants Cl[C:2]1[CH:3]=[C:4]([NH:10][C:11]2[CH:16]=[CH:15][N:14]=[C:13]([CH3:17])[N:12]=2)[C:5](=[O:9])[N:6]([CH3:8])[N:7]=1.[C:18]([O:21][CH2:22][C:23]1[C:24]([N:32]2[CH2:43][CH2:42][N:41]3[C:34](=[CH:35][C:36]4[CH2:37][C:38]([CH3:45])([CH3:44])[CH2:39][C:40]=43)[C:33]2=[O:46])=[N:25][CH:26]=[CH:27][C:28]=1B(O)O)(=[O:20])[CH3:19].[O-]P([O-])([O-])=O.[K+].[K+].[K+].C([O-])(=O)C.[Na+], predict the reaction product. The product is: [C:18]([O:21][CH2:22][C:23]1[C:24]([N:32]2[CH2:43][CH2:42][N:41]3[C:34](=[CH:35][C:36]4[CH2:37][C:38]([CH3:45])([CH3:44])[CH2:39][C:40]=43)[C:33]2=[O:46])=[N:25][CH:26]=[CH:27][C:28]=1[C:2]1[CH:3]=[C:4]([NH:10][C:11]2[CH:16]=[CH:15][N:14]=[C:13]([CH3:17])[N:12]=2)[C:5](=[O:9])[N:6]([CH3:8])[N:7]=1)(=[O:20])[CH3:19]. (3) Given the reactants Cl[CH2:2][C:3]1[CH:8]=[CH:7][C:6]([O:9][CH3:10])=[CH:5][CH:4]=1.[I:11][C:12]1[C:20]2[C:15](=[N:16][CH:17]=[CH:18][C:19]=2[N:21]2[CH2:26][CH2:25][N:24]([C:27]([O:29][C:30]([CH3:33])([CH3:32])[CH3:31])=[O:28])[CH2:23][CH2:22]2)[NH:14][N:13]=1.C([O-])([O-])=O.[K+].[K+].CCOCC, predict the reaction product. The product is: [I:11][C:12]1[C:20]2[C:15](=[N:16][CH:17]=[CH:18][C:19]=2[N:21]2[CH2:26][CH2:25][N:24]([C:27]([O:29][C:30]([CH3:33])([CH3:32])[CH3:31])=[O:28])[CH2:23][CH2:22]2)[N:14]([CH2:2][C:3]2[CH:8]=[CH:7][C:6]([O:9][CH3:10])=[CH:5][CH:4]=2)[N:13]=1. (4) Given the reactants [N:1]([C:4]1[CH:14]=[CH:13][C:7]([C:8]([NH:10][CH2:11][CH3:12])=[O:9])=[CH:6][CH:5]=1)=[N+:2]=[N-:3].[C:15]([CH2:23][C:24]([O:26]CC)=[O:25])(=O)[C:16]1[CH:21]=[CH:20][CH:19]=[CH:18][CH:17]=1.[O-]CC.[Na+].O, predict the reaction product. The product is: [CH2:11]([NH:10][C:8]([C:7]1[CH:6]=[CH:5][C:4]([N:1]2[C:15]([C:16]3[CH:21]=[CH:20][CH:19]=[CH:18][CH:17]=3)=[C:23]([C:24]([OH:26])=[O:25])[N:3]=[N:2]2)=[CH:14][CH:13]=1)=[O:9])[CH3:12].